Dataset: Reaction yield outcomes from USPTO patents with 853,638 reactions. Task: Predict the reaction yield, written as a fraction of the theoretical maximum amount of product (1.0 means a 100% yield; for example, 0.34 means a 34% yield). (1) The reactants are [CH3:1][C:2](=[CH:4][CH2:5][CH2:6][C@H:7]([CH3:13])CCCCC)[CH3:3].C[C:15]([CH3:17])=[O:16].[OH:18]S(O)(=O)=O.O=[Cr](=O)=O.O.[O-]S([O-])(=O)=O.[Na+].[Na+]. The catalyst is CC(C)=O.C(Cl)Cl.CCOCC. The product is [CH3:1][C@H:2]([CH2:4][CH2:5][CH2:6][CH2:7][CH3:13])[CH2:3][CH2:17][C:15]([OH:18])=[O:16]. The yield is 0.540. (2) The reactants are [CH2:1]([N:4]=[C:5]=[O:6])[CH2:2][CH3:3].[Cl:7][C:8]1[N:13]=[CH:12][C:11]([CH2:14][N:15]2[CH:20]=[CH:19][CH:18]=[CH:17][C:16]2=[N:21][C:22](=[N:27][OH:28])[C:23]([F:26])([F:25])[F:24])=[CH:10][CH:9]=1.CC(C)([O-])C.[K+]. The catalyst is C(#N)C. The product is [Cl:7][C:8]1[N:13]=[CH:12][C:11]([CH2:14][N:15]2[CH:20]=[CH:19][CH:18]=[CH:17][C:16]2=[N:21][C:22](=[N:27][O:28][C:5](=[O:6])[NH:4][CH2:1][CH2:2][CH3:3])[C:23]([F:24])([F:25])[F:26])=[CH:10][CH:9]=1. The yield is 0.320. (3) The reactants are [C:1]([O:11][CH3:12])(=[O:10])[CH:2]([C:4]1[CH:9]=[CH:8][CH:7]=[CH:6][CH:5]=1)[OH:3].C(N(CC)CC)C.[Cl:20][C:21]1[CH:26]=[CH:25][C:24]([N:27]=[C:28]=[O:29])=[CH:23][CH:22]=1. The catalyst is C1COCC1. The product is [CH3:12][O:11][C:1](=[O:10])[CH:2]([O:3][C:28]([NH:27][C:24]1[CH:25]=[CH:26][C:21]([Cl:20])=[CH:22][CH:23]=1)=[O:29])[C:4]1[CH:9]=[CH:8][CH:7]=[CH:6][CH:5]=1. The yield is 0.910. (4) The reactants are [Cl:1][C:2]1[CH:3]=[C:4](B(O)O)[CH:5]=[CH:6][CH:7]=1.[Cl:11][C:12]1[C:13]([C:19]#[N:20])=[N:14][CH:15]=[C:16](Cl)[CH:17]=1.CN(C)C=O.CCCCCCC. The catalyst is C1C=CC(P(C2C=CC=CC=2)[C-]2C=CC=C2)=CC=1.C1C=CC(P(C2C=CC=CC=2)[C-]2C=CC=C2)=CC=1.Cl[Pd]Cl.[Fe+2].C([O-])([O-])=O.[K+].[K+].O. The product is [Cl:1][C:2]1[CH:3]=[C:4]([C:16]2[CH:17]=[C:12]([Cl:11])[C:13]([C:19]#[N:20])=[N:14][CH:15]=2)[CH:5]=[CH:6][CH:7]=1. The yield is 0.650.